From a dataset of Catalyst prediction with 721,799 reactions and 888 catalyst types from USPTO. Predict which catalyst facilitates the given reaction. The catalyst class is: 30. Reactant: [CH2:1]([O:4][C@H:5]1[O:34][C@H:33]([CH2:35][O:36][S:37]([C:40]2[CH:46]=[CH:45][C:43]([CH3:44])=[CH:42][CH:41]=2)(=[O:39])=[O:38])[C@@H:24]([O:25][CH2:26][C:27]2[CH:32]=[CH:31][CH:30]=[CH:29][CH:28]=2)[C@H:15]([O:16][CH2:17][C:18]2[CH:23]=[CH:22][CH:21]=[CH:20][CH:19]=2)[C@H:6]1[O:7][CH2:8][C:9]1[CH:14]=[CH:13][CH:12]=[CH:11][CH:10]=1)[CH:2]=[CH2:3].C12BC(CCC1)CCC2.[OH-:56].[Na+].OO. Product: [CH2:8]([O:7][C@@H:6]1[C@@H:15]([O:16][CH2:17][C:18]2[CH:19]=[CH:20][CH:21]=[CH:22][CH:23]=2)[C@H:24]([O:25][CH2:26][C:27]2[CH:32]=[CH:31][CH:30]=[CH:29][CH:28]=2)[C@@H:33]([CH2:35][O:36][S:37]([C:40]2[CH:46]=[CH:45][C:43]([CH3:44])=[CH:42][CH:41]=2)(=[O:39])=[O:38])[O:34][C@@H:5]1[O:4][CH2:1][CH2:2][CH2:3][OH:56])[C:9]1[CH:14]=[CH:13][CH:12]=[CH:11][CH:10]=1.